This data is from NCI-60 drug combinations with 297,098 pairs across 59 cell lines. The task is: Regression. Given two drug SMILES strings and cell line genomic features, predict the synergy score measuring deviation from expected non-interaction effect. (1) Drug 1: CC1CCCC2(C(O2)CC(NC(=O)CC(C(C(=O)C(C1O)C)(C)C)O)C(=CC3=CSC(=N3)C)C)C. Drug 2: CC12CCC3C(C1CCC2OP(=O)(O)O)CCC4=C3C=CC(=C4)OC(=O)N(CCCl)CCCl.[Na+]. Cell line: BT-549. Synergy scores: CSS=46.0, Synergy_ZIP=-5.36, Synergy_Bliss=-8.88, Synergy_Loewe=-4.86, Synergy_HSA=-1.97. (2) Drug 1: CCN(CC)CCNC(=O)C1=C(NC(=C1C)C=C2C3=C(C=CC(=C3)F)NC2=O)C. Drug 2: C(CCl)NC(=O)N(CCCl)N=O. Cell line: SF-268. Synergy scores: CSS=11.4, Synergy_ZIP=-3.75, Synergy_Bliss=-2.62, Synergy_Loewe=-5.41, Synergy_HSA=-5.89. (3) Drug 1: C1=C(C(=O)NC(=O)N1)N(CCCl)CCCl. Drug 2: C1=NC2=C(N=C(N=C2N1C3C(C(C(O3)CO)O)O)F)N. Cell line: LOX IMVI. Synergy scores: CSS=35.2, Synergy_ZIP=-10.7, Synergy_Bliss=-2.04, Synergy_Loewe=-7.50, Synergy_HSA=-4.32. (4) Drug 1: CC1C(C(CC(O1)OC2CC(CC3=C2C(=C4C(=C3O)C(=O)C5=C(C4=O)C(=CC=C5)OC)O)(C(=O)CO)O)N)O.Cl. Drug 2: C1=NNC2=C1C(=O)NC=N2. Cell line: PC-3. Synergy scores: CSS=0.115, Synergy_ZIP=0.692, Synergy_Bliss=0.520, Synergy_Loewe=0.317, Synergy_HSA=-1.29. (5) Drug 1: C1C(C(OC1N2C=C(C(=O)NC2=O)F)CO)O. Drug 2: C#CCC(CC1=CN=C2C(=N1)C(=NC(=N2)N)N)C3=CC=C(C=C3)C(=O)NC(CCC(=O)O)C(=O)O. Cell line: LOX IMVI. Synergy scores: CSS=81.9, Synergy_ZIP=-1.16, Synergy_Bliss=-3.76, Synergy_Loewe=-0.130, Synergy_HSA=-0.00111. (6) Drug 1: CC(CN1CC(=O)NC(=O)C1)N2CC(=O)NC(=O)C2. Drug 2: C1CN1P(=S)(N2CC2)N3CC3. Cell line: MCF7. Synergy scores: CSS=31.9, Synergy_ZIP=-4.76, Synergy_Bliss=0.646, Synergy_Loewe=0.564, Synergy_HSA=3.02.